From a dataset of Peptide-MHC class I binding affinity with 185,985 pairs from IEDB/IMGT. Regression. Given a peptide amino acid sequence and an MHC pseudo amino acid sequence, predict their binding affinity value. This is MHC class I binding data. (1) The peptide sequence is SLLALNEAL. The MHC is HLA-A02:01 with pseudo-sequence HLA-A02:01. The binding affinity (normalized) is 0.631. (2) The peptide sequence is ALAKAAAAV. The MHC is HLA-A11:01 with pseudo-sequence HLA-A11:01. The binding affinity (normalized) is 0.149. (3) The peptide sequence is KSHNVSLIW. The MHC is HLA-A02:01 with pseudo-sequence HLA-A02:01. The binding affinity (normalized) is 0.0847. (4) The peptide sequence is RLASSLYVY. The MHC is HLA-B14:02 with pseudo-sequence HLA-B14:02. The binding affinity (normalized) is 0.213. (5) The peptide sequence is FPNEVGARI. The MHC is HLA-A01:01 with pseudo-sequence HLA-A01:01. The binding affinity (normalized) is 0.0847. (6) The peptide sequence is SLRPNDIVY. The MHC is HLA-B40:01 with pseudo-sequence HLA-B40:01. The binding affinity (normalized) is 0.0847. (7) The MHC is HLA-A03:01 with pseudo-sequence HLA-A03:01. The peptide sequence is HSVFKGFSDK. The binding affinity (normalized) is 0.774.